Task: Predict the product of the given reaction.. Dataset: Forward reaction prediction with 1.9M reactions from USPTO patents (1976-2016) (1) Given the reactants Br[C:2]1[CH:3]=[C:4]2[C:9](=[CH:10][CH:11]=1)[N:8]=[CH:7][C:6]([C:12]([CH:14]1[CH2:16][CH2:15]1)=[O:13])=[C:5]2[NH:17][C:18]1[CH:19]=[N:20][C:21]([N:24]2[CH2:28][CH2:27][CH:26]([NH:29]C(=O)OC(C)(C)C)[CH2:25]2)=[N:22][CH:23]=1.[Cl:37][C:38]1[CH:43]=[C:42](B2OC(C)(C)C(C)(C)O2)[CH:41]=[C:40]([Cl:53])[C:39]=1[OH:54], predict the reaction product. The product is: [NH2:29][CH:26]1[CH2:27][CH2:28][N:24]([C:21]2[N:22]=[CH:23][C:18]([NH:17][C:5]3[C:4]4[C:9](=[CH:10][CH:11]=[C:2]([C:42]5[CH:43]=[C:38]([Cl:37])[C:39]([OH:54])=[C:40]([Cl:53])[CH:41]=5)[CH:3]=4)[N:8]=[CH:7][C:6]=3[C:12]([CH:14]3[CH2:16][CH2:15]3)=[O:13])=[CH:19][N:20]=2)[CH2:25]1. (2) Given the reactants [C:1]([O:5][C:6]([N:8]1[CH2:13][CH2:12][CH:11]([CH2:14][CH2:15][CH:16]=O)[CH2:10][CH2:9]1)=[O:7])([CH3:4])([CH3:3])[CH3:2].[F:18][C:19]1[CH:20]=[C:21]([NH2:27])[CH:22]=[CH:23][C:24]=1[S:25][CH3:26].C(O[BH-](OC(=O)C)OC(=O)C)(=O)C.[Na+], predict the reaction product. The product is: [C:1]([O:5][C:6]([N:8]1[CH2:13][CH2:12][CH:11]([CH2:14][CH2:15][CH2:16][NH:27][C:21]2[CH:22]=[CH:23][C:24]([S:25][CH3:26])=[C:19]([F:18])[CH:20]=2)[CH2:10][CH2:9]1)=[O:7])([CH3:4])([CH3:3])[CH3:2]. (3) Given the reactants Cl.[NH2:2][OH:3].C([O-])(=O)C.[Na+].[Cl:9][C:10]1[CH:11]=[C:12]([CH:29]=O)[C:13]2[O:18][CH:17]([C:19]([F:22])([F:21])[F:20])[C:16]([C:23]([O:25][CH2:26][CH3:27])=[O:24])=[CH:15][C:14]=2[CH:28]=1, predict the reaction product. The product is: [Cl:9][C:10]1[CH:11]=[C:12]([CH:29]=[N:2][OH:3])[C:13]2[O:18][CH:17]([C:19]([F:22])([F:21])[F:20])[C:16]([C:23]([O:25][CH2:26][CH3:27])=[O:24])=[CH:15][C:14]=2[CH:28]=1. (4) Given the reactants C(OC([NH:11][CH2:12][CH2:13][N:14]1[C:19]2[CH:20]=[C:21]([C:25]([N:27]([CH:41]([CH3:43])[CH3:42])[C@@H:28]3[CH2:33][CH2:32][CH2:31][N:30]([C:34]([O:36][C:37]([CH3:40])([CH3:39])[CH3:38])=[O:35])[CH2:29]3)=[O:26])[C:22]([CH3:24])=[CH:23][C:18]=2[S:17][C:16]([CH3:45])([CH3:44])[C:15]1=[O:46])=O)C1C=CC=CC=1, predict the reaction product. The product is: [NH2:11][CH2:12][CH2:13][N:14]1[C:19]2[CH:20]=[C:21]([C:25]([N:27]([CH:41]([CH3:42])[CH3:43])[C@@H:28]3[CH2:33][CH2:32][CH2:31][N:30]([C:34]([O:36][C:37]([CH3:38])([CH3:40])[CH3:39])=[O:35])[CH2:29]3)=[O:26])[C:22]([CH3:24])=[CH:23][C:18]=2[S:17][C:16]([CH3:44])([CH3:45])[C:15]1=[O:46].